Dataset: Reaction yield outcomes from USPTO patents with 853,638 reactions. Task: Predict the reaction yield, written as a fraction of the theoretical maximum amount of product (1.0 means a 100% yield; for example, 0.34 means a 34% yield). (1) The reactants are [F:1][C:2]1[CH:7]=[C:6]([O:8][CH3:9])[C:5]([F:10])=[CH:4][C:3]=1B(O)O.I[C:15]1[C:23]2[C:18](=[N:19][CH:20]=[N:21][C:22]=2[NH2:24])[N:17]([CH:25]([CH3:27])[CH3:26])[N:16]=1.C([O-])([O-])=O.[Na+].[Na+]. The catalyst is CCO.COCCOC.C1C=CC([P]([Pd]([P](C2C=CC=CC=2)(C2C=CC=CC=2)C2C=CC=CC=2)([P](C2C=CC=CC=2)(C2C=CC=CC=2)C2C=CC=CC=2)[P](C2C=CC=CC=2)(C2C=CC=CC=2)C2C=CC=CC=2)(C2C=CC=CC=2)C2C=CC=CC=2)=CC=1. The product is [F:1][C:2]1[CH:7]=[C:6]([O:8][CH3:9])[C:5]([F:10])=[CH:4][C:3]=1[C:15]1[C:23]2[C:18](=[N:19][CH:20]=[N:21][C:22]=2[NH2:24])[N:17]([CH:25]([CH3:27])[CH3:26])[N:16]=1. The yield is 0.170. (2) The yield is 0.930. The catalyst is C1COCC1.[Cu](I)I. The reactants are [CH2:1]([OH:4])[C:2]#[CH:3].I[C:6]1[CH:11]=[CH:10][C:9]([Cl:12])=[C:8]([Cl:13])[CH:7]=1.C(N(CC)CC)C. The product is [Cl:12][C:9]1[CH:10]=[C:11]([C:3]#[C:2][CH2:1][OH:4])[CH:6]=[CH:7][C:8]=1[Cl:13]. (3) The catalyst is CN(C=O)C. The reactants are [C:1]1([OH:7])[CH:6]=[CH:5][CH:4]=[CH:3][CH:2]=1.[H-].[Na+].Cl[C:11]1[C:16]([S:17][C:18]2[CH:19]=[C:20]([NH:24][C:25](=[O:27])[CH3:26])[CH:21]=[CH:22][CH:23]=2)=[CH:15][N:14]=[C:13]([N:28]2[CH2:33][CH2:32][N:31]([CH3:34])[CH2:30][CH2:29]2)[N:12]=1.CO. The product is [CH3:34][N:31]1[CH2:32][CH2:33][N:28]([C:13]2[N:14]=[C:15]([O:7][C:1]3[CH:6]=[CH:5][CH:4]=[CH:3][CH:2]=3)[C:16]([S:17][C:18]3[CH:19]=[C:20]([NH:24][C:25](=[O:27])[CH3:26])[CH:21]=[CH:22][CH:23]=3)=[CH:11][N:12]=2)[CH2:29][CH2:30]1. The yield is 0.940. (4) The reactants are [CH2:1]([O:5][C:6]1[CH:10]=[C:9]([C:11](N(OC)C)=[O:12])[N:8]([CH2:17][C:18]2[CH:23]=[CH:22][C:21]([Cl:24])=[CH:20][C:19]=2[Cl:25])[N:7]=1)[CH2:2][CH2:3][CH3:4].[H-].C([Al+]CC(C)C)C(C)C.O.O.O.O.O.O.O.O.O.O.[O-]S([O-])(=O)=O.[Na+].[Na+]. The catalyst is O1CCCC1.C1(C)C=CC=CC=1. The product is [CH2:1]([O:5][C:6]1[CH:10]=[C:9]([CH:11]=[O:12])[N:8]([CH2:17][C:18]2[CH:23]=[CH:22][C:21]([Cl:24])=[CH:20][C:19]=2[Cl:25])[N:7]=1)[CH2:2][CH2:3][CH3:4]. The yield is 0.940.